Dataset: NCI-60 drug combinations with 297,098 pairs across 59 cell lines. Task: Regression. Given two drug SMILES strings and cell line genomic features, predict the synergy score measuring deviation from expected non-interaction effect. Drug 2: CCCCCOC(=O)NC1=NC(=O)N(C=C1F)C2C(C(C(O2)C)O)O. Cell line: A498. Drug 1: C1C(C(OC1N2C=C(C(=O)NC2=O)F)CO)O. Synergy scores: CSS=35.1, Synergy_ZIP=2.65, Synergy_Bliss=2.44, Synergy_Loewe=4.29, Synergy_HSA=5.05.